Dataset: Full USPTO retrosynthesis dataset with 1.9M reactions from patents (1976-2016). Task: Predict the reactants needed to synthesize the given product. (1) Given the product [OH:42][CH2:41][C:40]1[CH:39]=[CH:28][C:27]([C:6]([N:9]2[CH2:14][CH2:13][CH2:12][CH2:11][CH2:10]2)=[O:8])=[CH:26][C:25]=1[CH3:24], predict the reactants needed to synthesize it. The reactants are: [Li]CCCC.[C:6](=[O:8])=O.[NH:9]1[CH2:14][CH2:13][CH2:12][CH2:11][CH2:10]1.CN(C(ON1N=N[C:25]2[CH:26]=[CH:27][CH:28]=N[C:24]1=2)=[N+](C)C)C.F[P-](F)(F)(F)(F)F.[CH2:39]1C[O:42][CH2:41][CH2:40]1. (2) Given the product [Cl:1][C:2]1[CH:3]=[C:4]([C:9]2[N:26]=[C:18]([C:19]3[CH:24]=[CH:23][N:22]=[CH:21][CH:20]=3)[N:25]=[C:11]([OH:13])[CH:10]=2)[CH:5]=[CH:6][C:7]=1[F:8], predict the reactants needed to synthesize it. The reactants are: [Cl:1][C:2]1[CH:3]=[C:4]([C:9](=O)[CH2:10][C:11]([O:13]CC)=O)[CH:5]=[CH:6][C:7]=1[F:8].Cl.[C:18]([NH2:26])(=[NH:25])[C:19]1[CH:24]=[CH:23][N:22]=[CH:21][CH:20]=1.CC[O-].[Na+]. (3) Given the product [F:32][C:2]([F:1])([F:33])[C:3]1[CH:4]=[C:5]([C:23]2([C:49]3[CH:3]([C:2]([F:1])([F:32])[F:33])[CH2:39][O:42][N:47]=3)[CH:18]=[C:19]([N:34]3[CH:38]=[N:37][NH:36][NH:35]3)[C:20]([N+:25]([O-:26])=[O:45])=[CH:21][CH2:22]2)[CH:6]=[C:7]([C:9]([F:11])([F:12])[F:10])[CH:8]=1.[F:33][C:2]([F:1])([F:32])[C:3]1[CH:4]=[C:5]([C:13]2([C:28]([F:29])([F:30])[F:31])[O:17][N:16]=[C:15]([C:18]3[CH:23]=[CH:22][C:21]([N:34]4[CH:38]=[N:37][N:36]=[N:35]4)=[C:20]([N+:25]([O-:27])=[O:26])[CH:19]=3)[CH2:14]2)[CH:6]=[C:7]([C:9]([F:10])([F:12])[F:11])[CH:8]=1, predict the reactants needed to synthesize it. The reactants are: [F:1][C:2]([F:33])([F:32])[C:3]1[CH:4]=[C:5]([C:13]2([C:28]([F:31])([F:30])[F:29])[O:17][N:16]=[C:15]([C:18]3[CH:23]=[CH:22][C:21](F)=[C:20]([N+:25]([O-:27])=[O:26])[CH:19]=3)[CH2:14]2)[CH:6]=[C:7]([C:9]([F:12])([F:11])[F:10])[CH:8]=1.[NH:34]1[CH:38]=[N:37][N:36]=[N:35]1.[C:39](=[O:42])([O-])[O-].[K+].[K+].[OH2:45].C[N:47]([CH:49]=O)C. (4) Given the product [C:17]([O:21][CH2:22][CH2:23][O:24][C:4]1[N:9]=[C:8]([O:10][CH3:11])[C:7]([N+:12]([O-:14])=[O:13])=[C:6]([O:15][CH3:16])[N:5]=1)([CH3:20])([CH3:19])[CH3:18], predict the reactants needed to synthesize it. The reactants are: [H-].[Na+].Cl[C:4]1[N:9]=[C:8]([O:10][CH3:11])[C:7]([N+:12]([O-:14])=[O:13])=[C:6]([O:15][CH3:16])[N:5]=1.[C:17]([O:21][CH2:22][CH2:23][OH:24])([CH3:20])([CH3:19])[CH3:18].O. (5) The reactants are: [NH:1]1[C:9]2[C:4](=[CH:5][CH:6]=[CH:7][C:8]=2[CH2:10][NH:11][CH3:12])[CH:3]=[CH:2]1.Cl.Cl.[CH3:15][N:16]1[CH2:22][C:21]2[CH:23]=[C:24](/[CH:27]=[CH:28]/[C:29]([OH:31])=O)[CH:25]=[N:26][C:20]=2[NH:19][C:18](=[O:32])[CH2:17]1.C1C=CC2N(O)N=NC=2C=1.C(N(C(C)C)CC)(C)C.CCN=C=NCCCN(C)C.Cl. Given the product [NH:1]1[C:9]2[C:4](=[CH:5][CH:6]=[CH:7][C:8]=2[CH2:10][N:11]([CH3:12])[C:29](=[O:31])/[CH:28]=[CH:27]/[C:24]2[CH:25]=[N:26][C:20]3[NH:19][C:18](=[O:32])[CH2:17][N:16]([CH3:15])[CH2:22][C:21]=3[CH:23]=2)[CH:3]=[CH:2]1, predict the reactants needed to synthesize it. (6) The reactants are: [F:1][C:2]1[C:7]2[N:8]=[CH:9][S:10][C:6]=2[CH:5]=[C:4]2[NH:11][C:12](=[O:22])[N:13]([C:14]3[CH:19]=[CH:18][C:17]([I:20])=[CH:16][C:15]=3[F:21])[C:3]=12.C(N(CC)CC)C.[CH:30]1([S:33](Cl)(=[O:35])=[O:34])[CH2:32][CH2:31]1. Given the product [CH:30]1([S:33]([N:11]2[C:4]3=[CH:5][C:6]4[S:10][CH:9]=[N:8][C:7]=4[C:2]([F:1])=[C:3]3[N:13]([C:14]3[CH:19]=[CH:18][C:17]([I:20])=[CH:16][C:15]=3[F:21])[C:12]2=[O:22])(=[O:35])=[O:34])[CH2:32][CH2:31]1, predict the reactants needed to synthesize it. (7) Given the product [CH2:23]([O:9][CH:8]([C:10]1[CH:15]=[CH:14][C:13]([O:16][CH2:17][CH3:18])=[CH:12][CH:11]=1)[C:6]1[CH:7]=[C:2]([Br:1])[CH:3]=[CH:4][C:5]=1[Cl:19])[CH:22]=[CH2:21], predict the reactants needed to synthesize it. The reactants are: [Br:1][C:2]1[CH:3]=[CH:4][C:5]([Cl:19])=[C:6]([CH:8]([C:10]2[CH:15]=[CH:14][C:13]([O:16][CH2:17][CH3:18])=[CH:12][CH:11]=2)[OH:9])[CH:7]=1.O1C[CH2:23][CH2:22][CH2:21]1.[H-].[Na+].[H][H].C(Br)C=C.Cl. (8) Given the product [ClH:33].[CH3:32][C:2]1([CH3:1])[CH2:10][C:9]2[NH:8][N:7]=[C:6]([C:11]3[NH:12][C:13]4[C:18]([CH:19]=3)=[CH:17][CH:16]=[C:15]([N:20]([CH3:31])[C:21](=[O:30])[C@@H:22]([N:24]3[CH2:29][CH2:28][O:27][CH2:26][CH2:25]3)[CH3:23])[CH:14]=4)[C:5]=2[CH2:4][CH2:3]1, predict the reactants needed to synthesize it. The reactants are: [CH3:1][C:2]1([CH3:32])[CH2:10][C:9]2[NH:8][N:7]=[C:6]([C:11]3[NH:12][C:13]4[C:18]([CH:19]=3)=[CH:17][CH:16]=[C:15]([N:20]([CH3:31])[C:21](=[O:30])[C@@H:22]([N:24]3[CH2:29][CH2:28][O:27][CH2:26][CH2:25]3)[CH3:23])[CH:14]=4)[C:5]=2[CH2:4][CH2:3]1.[ClH:33].C(OCC)(=O)C. (9) Given the product [CH3:1][O:2][C:3]1[CH:4]=[C:5]([C:13]2[O:17][N:16]=[C:15]([C:18]3[CH:26]=[CH:25][C:24]4[NH:23][C:22]5[CH:27]([CH2:30][C:31]([OH:33])=[O:32])[CH2:28][CH2:29][C:21]=5[C:20]=4[CH:19]=3)[N:14]=2)[CH:6]=[C:7]([C:9]([F:12])([F:10])[F:11])[CH:8]=1, predict the reactants needed to synthesize it. The reactants are: [CH3:1][O:2][C:3]1[CH:4]=[C:5]([C:13]2[O:17][N:16]=[C:15]([C:18]3[CH:26]=[CH:25][C:24]4[NH:23][C:22]5[CH:27]([CH2:30][C:31]([O:33]CC)=[O:32])[CH2:28][CH2:29][C:21]=5[C:20]=4[CH:19]=3)[N:14]=2)[CH:6]=[C:7]([C:9]([F:12])([F:11])[F:10])[CH:8]=1.[Li+].[OH-].Cl.